Task: Regression. Given two drug SMILES strings and cell line genomic features, predict the synergy score measuring deviation from expected non-interaction effect.. Dataset: NCI-60 drug combinations with 297,098 pairs across 59 cell lines (1) Drug 1: COC1=C(C=C2C(=C1)N=CN=C2NC3=CC(=C(C=C3)F)Cl)OCCCN4CCOCC4. Drug 2: CCC1(CC2CC(C3=C(CCN(C2)C1)C4=CC=CC=C4N3)(C5=C(C=C6C(=C5)C78CCN9C7C(C=CC9)(C(C(C8N6C=O)(C(=O)OC)O)OC(=O)C)CC)OC)C(=O)OC)O.OS(=O)(=O)O. Cell line: UACC62. Synergy scores: CSS=24.4, Synergy_ZIP=-6.64, Synergy_Bliss=1.28, Synergy_Loewe=2.87, Synergy_HSA=2.66. (2) Drug 1: C1=C(C(=O)NC(=O)N1)F. Drug 2: CC1CCC2CC(C(=CC=CC=CC(CC(C(=O)C(C(C(=CC(C(=O)CC(OC(=O)C3CCCCN3C(=O)C(=O)C1(O2)O)C(C)CC4CCC(C(C4)OC)O)C)C)O)OC)C)C)C)OC. Cell line: SW-620. Synergy scores: CSS=47.4, Synergy_ZIP=-1.55, Synergy_Bliss=-1.36, Synergy_Loewe=3.16, Synergy_HSA=3.57. (3) Drug 1: C1=C(C(=O)NC(=O)N1)N(CCCl)CCCl. Drug 2: C(CCl)NC(=O)N(CCCl)N=O. Cell line: A498. Synergy scores: CSS=11.7, Synergy_ZIP=-6.49, Synergy_Bliss=-1.11, Synergy_Loewe=-11.0, Synergy_HSA=-2.06.